Dataset: Forward reaction prediction with 1.9M reactions from USPTO patents (1976-2016). Task: Predict the product of the given reaction. (1) Given the reactants [Cl:1][C:2]1[CH:3]=[C:4]([C@@H:8]2[C@@H:13]([C:14]3[CH:19]=[CH:18][C:17]([Cl:20])=[CH:16][CH:15]=3)[N:12]([CH:21]([CH2:24][CH3:25])[CH2:22][CH3:23])[C:11](=[O:26])[C@:10]([CH2:28][C:29](=[N:31]O)[NH2:30])([CH3:27])[CH2:9]2)[CH:5]=[CH:6][CH:7]=1.[C:33](N1C=CN=C1)(N1C=CN=C1)=[S:34].B(F)(F)F.CC[O:51]CC, predict the reaction product. The product is: [Cl:1][C:2]1[CH:3]=[C:4]([C@@H:8]2[C@@H:13]([C:14]3[CH:19]=[CH:18][C:17]([Cl:20])=[CH:16][CH:15]=3)[N:12]([CH:21]([CH2:24][CH3:25])[CH2:22][CH3:23])[C:11](=[O:26])[C@:10]([CH2:28][C:29]3[NH:30][C:33](=[O:51])[S:34][N:31]=3)([CH3:27])[CH2:9]2)[CH:5]=[CH:6][CH:7]=1. (2) Given the reactants Cl[C:2]1[C:7]([C:8]([OH:10])=[O:9])=[CH:6][N:5]=[C:4]([Cl:11])[C:3]=1[Cl:12].[Cl:13][C:14]1[CH:15]=[C:16]([CH:18]=[CH:19][CH:20]=1)[NH2:17], predict the reaction product. The product is: [Cl:12][C:3]1[C:4]([Cl:11])=[N:5][CH:6]=[C:7]([C:2]=1[NH:17][C:16]1[CH:18]=[CH:19][CH:20]=[C:14]([Cl:13])[CH:15]=1)[C:8]([OH:10])=[O:9]. (3) Given the reactants O[CH2:2][CH2:3][C@H:4]1[C:9]2[CH:10]=[CH:11][C:12]([CH2:14][N:15]3[CH2:19][CH2:18][O:17][C:16]3=[O:20])=[CH:13][C:8]=2[CH2:7][CH2:6][O:5]1.CS(Cl)(=O)=O.CS(OCC[C@H]1C2C=CC(C(N)=O)=CC=2CCO1)(=O)=O.S([O-])(=O)(=O)C.[C:51]([C:53]1[CH:54]=[C:55]2[C:60](=[CH:61][CH:62]=1)[C:59]([N:63]1[CH2:68][CH2:67][NH:66][C@H:65]([CH3:69])[CH2:64]1)=[CH:58][CH:57]=[CH:56]2)#[N:52], predict the reaction product. The product is: [CH3:69][C@H:65]1[N:66]([CH2:2][CH2:3][C@H:4]2[C:9]3[CH:10]=[CH:11][C:12]([CH2:14][N:15]4[CH2:19][CH2:18][O:17][C:16]4=[O:20])=[CH:13][C:8]=3[CH2:7][CH2:6][O:5]2)[CH2:67][CH2:68][N:63]([C:59]2[CH:58]=[CH:57][CH:56]=[C:55]3[C:60]=2[CH:61]=[CH:62][C:53]([C:51]#[N:52])=[CH:54]3)[CH2:64]1.